This data is from NCI-60 drug combinations with 297,098 pairs across 59 cell lines. The task is: Regression. Given two drug SMILES strings and cell line genomic features, predict the synergy score measuring deviation from expected non-interaction effect. (1) Drug 1: C1CC(=O)NC(=O)C1N2CC3=C(C2=O)C=CC=C3N. Drug 2: C1=CC(=C2C(=C1NCCNCCO)C(=O)C3=C(C=CC(=C3C2=O)O)O)NCCNCCO. Cell line: RPMI-8226. Synergy scores: CSS=43.6, Synergy_ZIP=-2.35, Synergy_Bliss=-2.92, Synergy_Loewe=-10.5, Synergy_HSA=0.200. (2) Cell line: HCT-15. Drug 1: CC1=C(C=C(C=C1)NC(=O)C2=CC=C(C=C2)CN3CCN(CC3)C)NC4=NC=CC(=N4)C5=CN=CC=C5. Drug 2: CC1=C2C(C(=O)C3(C(CC4C(C3C(C(C2(C)C)(CC1OC(=O)C(C(C5=CC=CC=C5)NC(=O)C6=CC=CC=C6)O)O)OC(=O)C7=CC=CC=C7)(CO4)OC(=O)C)O)C)OC(=O)C. Synergy scores: CSS=8.00, Synergy_ZIP=1.28, Synergy_Bliss=5.31, Synergy_Loewe=3.32, Synergy_HSA=3.25. (3) Drug 1: C1=CC(=CC=C1C#N)C(C2=CC=C(C=C2)C#N)N3C=NC=N3. Drug 2: CC1C(C(CC(O1)OC2CC(CC3=C2C(=C4C(=C3O)C(=O)C5=CC=CC=C5C4=O)O)(C(=O)C)O)N)O. Cell line: ACHN. Synergy scores: CSS=60.2, Synergy_ZIP=2.74, Synergy_Bliss=2.16, Synergy_Loewe=-18.5, Synergy_HSA=4.01.